This data is from Catalyst prediction with 721,799 reactions and 888 catalyst types from USPTO. The task is: Predict which catalyst facilitates the given reaction. Reactant: C(OC([N:8]([C:28]1[N:29]=[C:30]2[CH:36]=[CH:35][N:34]([S:37]([C:40]3[CH:46]=[CH:45][C:43]([CH3:44])=[CH:42][CH:41]=3)(=[O:39])=[O:38])[C:31]2=[N:32][CH:33]=1)[CH2:9][C:10]([C@@H:12]1[C@H:16]([CH3:17])[CH2:15][N:14]([C:18]([O:20][CH2:21][C:22]2[CH:27]=[CH:26][CH:25]=[CH:24][CH:23]=2)=[O:19])[CH2:13]1)=[O:11])=O)(C)(C)C.C(O)(C(F)(F)F)=O. Product: [CH3:17][C@H:16]1[C@@H:12]([C:10](=[O:11])[CH2:9][NH:8][C:28]2[N:29]=[C:30]3[CH:36]=[CH:35][N:34]([S:37]([C:40]4[CH:46]=[CH:45][C:43]([CH3:44])=[CH:42][CH:41]=4)(=[O:39])=[O:38])[C:31]3=[N:32][CH:33]=2)[CH2:13][N:14]([C:18]([O:20][CH2:21][C:22]2[CH:27]=[CH:26][CH:25]=[CH:24][CH:23]=2)=[O:19])[CH2:15]1. The catalyst class is: 4.